From a dataset of Volume of distribution at steady state (VDss) regression data from Lombardo et al.. Regression/Classification. Given a drug SMILES string, predict its absorption, distribution, metabolism, or excretion properties. Task type varies by dataset: regression for continuous measurements (e.g., permeability, clearance, half-life) or binary classification for categorical outcomes (e.g., BBB penetration, CYP inhibition). For this dataset (vdss_lombardo), we predict log10(VDss) (log10 of volume of distribution in L/kg). (1) The log10(VDss) is -0.160. The molecule is O=C(Cn1ccnc1[N+](=O)[O-])NCC(O)C(F)(F)F. (2) The molecule is CC1CC(=O)NN=C1c1ccc([N-]N=C(C#N)C#N)cc1. The log10(VDss) is -0.620. (3) The molecule is COc1ccc(C(C[NH+](C)C)C2(O)CCCCC2)cc1. The log10(VDss) is 0.640. (4) The molecule is C=C(CC)C(=O)c1ccc(OCC(=O)[O-])c(Cl)c1Cl. The log10(VDss) is -0.590. (5) The drug is C[NH2+]C1CC2OC(C)(C1OC)n1c3ccccc3c3c4c(c5c6ccccc6n2c5c31)C(=O)NC4O. The log10(VDss) is -0.820. (6) The drug is COc1cc(F)ccc1Cn1ccc2c3c(ncc21)C(=O)N([O-])CC3. The log10(VDss) is 0.760. (7) The compound is c1ccc(C2([NH+]3CCCCC3)CCCCC2)cc1. The log10(VDss) is 0.840. (8) The compound is CCC(c1ccccc1)c1c([O-])c2ccccc2oc1=O. The log10(VDss) is -0.700.